From a dataset of Reaction yield outcomes from USPTO patents with 853,638 reactions. Predict the reaction yield, written as a fraction of the theoretical maximum amount of product (1.0 means a 100% yield; for example, 0.34 means a 34% yield). The reactants are [C:1]([C:3]1[CH:8]=[CH:7][CH:6]=[CH:5][C:4]=1[C:9]1[S:13][C:12]([CH2:14][C:15]2[C:16](=[O:40])[N:17]([C@H:27]3[CH2:32][CH2:31][C@H:30]([O:33][CH2:34]C(OCC)=O)[CH2:29][CH2:28]3)[C:18]3[N:19]([N:24]=[CH:25][N:26]=3)[C:20]=2[CH2:21][CH2:22][CH3:23])=[CH:11][CH:10]=1)#[N:2].C[Mg]Br.[Cl-].[NH4+]. The catalyst is O1CCCC1. The product is [OH:33][C:30]([CH3:31])([CH3:29])[CH2:34][O:33][C@H:30]1[CH2:29][CH2:28][C@H:27]([N:17]2[C:16](=[O:40])[C:15]([CH2:14][C:12]3[S:13][C:9]([C:4]4[CH:5]=[CH:6][CH:7]=[CH:8][C:3]=4[C:1]#[N:2])=[CH:10][CH:11]=3)=[C:20]([CH2:21][CH2:22][CH3:23])[N:19]3[N:24]=[CH:25][N:26]=[C:18]23)[CH2:32][CH2:31]1. The yield is 0.490.